This data is from Catalyst prediction with 721,799 reactions and 888 catalyst types from USPTO. The task is: Predict which catalyst facilitates the given reaction. (1) Reactant: [CH3:1][O:2][C:3]1[CH:8]=[CH:7][CH:6]=[CH:5][C:4]=1[CH:9]([OH:11])[CH3:10].[Cl:12][C:13]1[CH:18]=[N:17][CH:16]=[C:15](Cl)[N:14]=1.ClCCl.C([O-])([O-])=O.[K+].[K+]. Product: [Cl:12][C:13]1[CH:18]=[N:17][CH:16]=[C:15]([O:11][CH:9]([C:4]2[CH:5]=[CH:6][CH:7]=[CH:8][C:3]=2[O:2][CH3:1])[CH3:10])[N:14]=1. The catalyst class is: 12. (2) Reactant: [Cl:1][C:2]1([C:14]([OH:16])=O)[N:7]=[C:6]([NH:8][CH:9]2[CH2:13][CH2:12][CH2:11][CH2:10]2)[CH:5]=[CH:4][NH:3]1.C(N(CC)CC)C.N1C(F)=NC(F)=NC=1[F:26]. Product: [Cl:1][C:2]1([C:14]([F:26])=[O:16])[N:7]=[C:6]([NH:8][CH:9]2[CH2:13][CH2:12][CH2:11][CH2:10]2)[CH:5]=[CH:4][NH:3]1. The catalyst class is: 4.